From a dataset of Catalyst prediction with 721,799 reactions and 888 catalyst types from USPTO. Predict which catalyst facilitates the given reaction. (1) Reactant: [CH2:1]([CH:5]1[C:14]2[C:9](=[CH:10][C:11]([C:15]#[N:16])=[CH:12][CH:13]=2)[C:7](=[O:8])[O:6]1)[CH2:2][CH2:3][CH3:4].C(=O)([O-])[O-:18].[K+].[K+].OO. Product: [CH2:1]([CH:5]1[C:14]2[C:9](=[CH:10][C:11]([C:15]([NH2:16])=[O:18])=[CH:12][CH:13]=2)[C:7](=[O:8])[O:6]1)[CH2:2][CH2:3][CH3:4]. The catalyst class is: 95. (2) Reactant: [F:1][C:2]1[CH:3]=[C:4]([CH:8]=[O:9])[CH:5]=[N:6][CH:7]=1.[BH4-].[Na+].[Cl-].[NH4+]. Product: [F:1][C:2]1[CH:3]=[C:4]([CH2:8][OH:9])[CH:5]=[N:6][CH:7]=1. The catalyst class is: 5. (3) Reactant: [CH:1]([NH:4][C:5](=[O:9])[C:6]([CH3:8])=[CH2:7])([CH3:3])[CH3:2].CCCCCC. Product: [CH:1]([NH:4][C:5](=[O:9])[C:6]([CH3:8])=[CH2:7])([CH3:3])[CH3:2].[C:5]([NH2:4])(=[O:9])[CH:6]=[CH2:7]. The catalyst class is: 283.